Dataset: Reaction yield outcomes from USPTO patents with 853,638 reactions. Task: Predict the reaction yield, written as a fraction of the theoretical maximum amount of product (1.0 means a 100% yield; for example, 0.34 means a 34% yield). (1) The yield is 0.330. No catalyst specified. The reactants are [Cl:1][C:2]1[N:7]=[N:6][C:5]([C:8](OCC)=[O:9])=[C:4]([NH:13][C:14]2[CH:19]=[CH:18][CH:17]=[C:16]([C:20]([OH:23])([CH3:22])[CH3:21])[N:15]=2)[CH:3]=1.[NH3:24]. The product is [Cl:1][C:2]1[N:7]=[N:6][C:5]([C:8]([NH2:24])=[O:9])=[C:4]([NH:13][C:14]2[CH:19]=[CH:18][CH:17]=[C:16]([C:20]([OH:23])([CH3:22])[CH3:21])[N:15]=2)[CH:3]=1. (2) The reactants are [CH:1]([O:4][C:5](=[O:24])[C:6]1[CH:11]=[CH:10][C:9]([C:12]#[C:13][Si](C)(C)C)=[CH:8][C:7]=1[CH2:18][N:19]([CH:21]1[CH2:23][CH2:22]1)[CH3:20])([CH3:3])[CH3:2].C(=O)([O-])[O-].[K+].[K+]. The catalyst is CO. The product is [CH:1]([O:4][C:5](=[O:24])[C:6]1[CH:11]=[CH:10][C:9]([C:12]#[CH:13])=[CH:8][C:7]=1[CH2:18][N:19]([CH:21]1[CH2:23][CH2:22]1)[CH3:20])([CH3:3])[CH3:2]. The yield is 0.780. (3) The catalyst is CN(C)C=O. The reactants are [Br:1][C:2]1[NH:10][C:9]2[C:8](=[O:11])[NH:7][C:6](=[O:12])[N:5]([CH3:13])[C:4]=2[N:3]=1.C(=O)([O-])[O-].[K+].[K+].[CH2:20](Br)[C:21]1[CH:26]=[CH:25][CH:24]=[CH:23][CH:22]=1.O. The product is [CH2:20]([N:10]1[C:9]2[C:8](=[O:11])[NH:7][C:6](=[O:12])[N:5]([CH3:13])[C:4]=2[N:3]=[C:2]1[Br:1])[C:21]1[CH:26]=[CH:25][CH:24]=[CH:23][CH:22]=1. The yield is 0.890. (4) The reactants are [Cl:1][C:2]1[CH:7]=[CH:6][CH:5]=[CH:4][C:3]=1[C:8]1[O:12][C:11](I)=[N:10][C:9]=1[C:14]([O:16][CH3:17])=[O:15].[CH3:18][C:19]1[C:20]([Sn](C)(C)C)=[CH:21][C:22]([NH:25][C:26](=[O:28])[CH3:27])=[N:23][CH:24]=1.[Cl-].[Li+]. The catalyst is O1CCOCC1.C1C=CC([P]([Pd]([P](C2C=CC=CC=2)(C2C=CC=CC=2)C2C=CC=CC=2)([P](C2C=CC=CC=2)(C2C=CC=CC=2)C2C=CC=CC=2)[P](C2C=CC=CC=2)(C2C=CC=CC=2)C2C=CC=CC=2)(C2C=CC=CC=2)C2C=CC=CC=2)=CC=1.[Cu]I. The product is [C:26]([NH:25][C:22]1[CH:21]=[C:20]([C:11]2[O:12][C:8]([C:3]3[CH:4]=[CH:5][CH:6]=[CH:7][C:2]=3[Cl:1])=[C:9]([C:14]([O:16][CH3:17])=[O:15])[N:10]=2)[C:19]([CH3:18])=[CH:24][N:23]=1)(=[O:28])[CH3:27]. The yield is 0.720. (5) The reactants are Br[C:2]1[CH:7]=[CH:6][C:5]([C@@H:8]([NH:16][CH3:17])[CH2:9][N:10]2[CH2:15][CH2:14][O:13][CH2:12][CH2:11]2)=[CH:4][CH:3]=1.[CH2:18]([O:20][C:21]([C:23]1[CH:28]=[CH:27][C:26](B(O)O)=[CH:25][CH:24]=1)=[O:22])[CH3:19].C([O-])([O-])=O.[K+].[K+].C(Cl)Cl. The catalyst is CCO.C1C=CC(P(C2C=CC=CC=2)[C-]2C=CC=C2)=CC=1.C1C=CC(P(C2C=CC=CC=2)[C-]2C=CC=C2)=CC=1.Cl[Pd]Cl.[Fe+2]. The product is [CH3:17][NH:16][C@H:8]([C:5]1[CH:6]=[CH:7][C:2]([C:26]2[CH:27]=[CH:28][C:23]([C:21]([O:20][CH2:18][CH3:19])=[O:22])=[CH:24][CH:25]=2)=[CH:3][CH:4]=1)[CH2:9][N:10]1[CH2:15][CH2:14][O:13][CH2:12][CH2:11]1. The yield is 0.480. (6) The reactants are C(OC([N:8]([C:34]1[C:43]([N+:44]([O-:46])=[O:45])=[CH:42][CH:41]=[CH:40][C:35]=1[C:36]([O:38][CH3:39])=[O:37])[CH2:9][C:10]1[CH:15]=[CH:14][C:13]([C:16]2[CH:21]=[CH:20][CH:19]=[CH:18][C:17]=2[C:22]2[N:26]([CH2:27][C:28]3[CH:33]=[CH:32][CH:31]=[CH:30][CH:29]=3)[N:25]=[N:24][N:23]=2)=[CH:12][CH:11]=1)=O)(C)(C)C. The catalyst is CO. The product is [CH2:27]([N:26]1[C:22]([C:17]2[CH:18]=[CH:19][CH:20]=[CH:21][C:16]=2[C:13]2[CH:14]=[CH:15][C:10]([CH2:9][NH:8][C:34]3[C:43]([N+:44]([O-:46])=[O:45])=[CH:42][CH:41]=[CH:40][C:35]=3[C:36]([O:38][CH3:39])=[O:37])=[CH:11][CH:12]=2)=[N:23][N:24]=[N:25]1)[C:28]1[CH:29]=[CH:30][CH:31]=[CH:32][CH:33]=1. The yield is 0.860. (7) The reactants are ClC(Cl)(O[C:5](=[O:11])OC(Cl)(Cl)Cl)Cl.[F:13][C:14]([F:22])([F:21])[CH:15]([OH:20])[C:16]([F:19])([F:18])[F:17].C(N(CC)C(C)C)(C)C.[F:32][C:33]1[CH:38]=[C:37]([C:39]2[CH:44]=[CH:43][N:42]=[C:41]([CH3:45])[CH:40]=2)[CH:36]=[CH:35][C:34]=1[CH2:46][N:47]1[CH2:52][CH2:51][NH:50][CH2:49][CH2:48]1. The catalyst is ClCCl. The product is [F:32][C:33]1[CH:38]=[C:37]([C:39]2[CH:44]=[CH:43][N:42]=[C:41]([CH3:45])[CH:40]=2)[CH:36]=[CH:35][C:34]=1[CH2:46][N:47]1[CH2:48][CH2:49][N:50]([C:5]([O:20][CH:15]([C:16]([F:19])([F:18])[F:17])[C:14]([F:22])([F:21])[F:13])=[O:11])[CH2:51][CH2:52]1. The yield is 0.480.